From a dataset of Forward reaction prediction with 1.9M reactions from USPTO patents (1976-2016). Predict the product of the given reaction. (1) Given the reactants [CH2:1]([S:3][C:4]1[CH:9]=[CH:8][CH:7]=[CH:6][C:5]=1[C:10]1[NH:22][C:13]2=[N:14][CH:15]=[C:16]([C:18]([F:21])([F:20])[F:19])[CH:17]=[C:12]2[N:11]=1)[CH3:2].CN(C=O)C.[H-].[Na+].[CH2:30]([O:32][CH2:33]Cl)[CH3:31], predict the reaction product. The product is: [CH2:30]([O:32][CH2:33][N:22]1[C:13]2=[N:14][CH:15]=[C:16]([C:18]([F:21])([F:19])[F:20])[CH:17]=[C:12]2[N:11]=[C:10]1[C:5]1[CH:6]=[CH:7][CH:8]=[CH:9][C:4]=1[S:3][CH2:1][CH3:2])[CH3:31]. (2) The product is: [CH3:16][C:4]1[CH:5]=[C:6]([O:8][CH2:9][CH2:10][CH2:11][S:12]([CH3:15])(=[O:14])=[O:13])[CH:7]=[C:2]([CH3:1])[C:3]=1[C:17]1[CH:22]=[CH:21][CH:20]=[C:19]([CH2:23][O:24][C:25]2[CH:37]=[CH:36][C:28]3[C@@H:29]([CH2:32][C:33]([OH:35])=[O:34])[CH2:30][O:31][C:27]=3[CH:26]=2)[CH:18]=1. Given the reactants [CH3:1][C:2]1[CH:7]=[C:6]([O:8][CH2:9][CH2:10][CH2:11][S:12]([CH3:15])(=[O:14])=[O:13])[CH:5]=[C:4]([CH3:16])[C:3]=1[C:17]1[CH:22]=[CH:21][CH:20]=[C:19]([CH2:23][O:24][C:25]2[CH:37]=[CH:36][C:28]3[C:29]([CH2:32][C:33]([OH:35])=[O:34])=[CH:30][O:31][C:27]=3[CH:26]=2)[CH:18]=1.CO.C1COCC1.C(N(CC)CC)C, predict the reaction product. (3) Given the reactants [CH2:1](O)[CH3:2].[Br:4][C:5]1[CH:6]=[C:7]([CH:11]=[C:12]([F:14])[CH:13]=1)[C:8]([OH:10])=[O:9].S(=O)(=O)(O)O, predict the reaction product. The product is: [Br:4][C:5]1[CH:6]=[C:7]([CH:11]=[C:12]([F:14])[CH:13]=1)[C:8]([O:10][CH2:1][CH3:2])=[O:9].